This data is from Forward reaction prediction with 1.9M reactions from USPTO patents (1976-2016). The task is: Predict the product of the given reaction. (1) Given the reactants [Cl:1][C:2]1[CH:3]=[CH:4][C:5]2[N:6]([C:8]([C:29]3[CH:34]=[CH:33][CH:32]=[CH:31][CH:30]=3)=[C:9]([C:11]3[CH:16]=[CH:15][C:14]([C:17]4([NH:21]C(=O)OC(C)(C)C)[CH2:20][CH2:19][CH2:18]4)=[CH:13][CH:12]=3)[N:10]=2)[N:7]=1.C(Cl)Cl.Cl.[OH-].[Na+], predict the reaction product. The product is: [Cl:1][C:2]1[CH:3]=[CH:4][C:5]2[N:6]([C:8]([C:29]3[CH:30]=[CH:31][CH:32]=[CH:33][CH:34]=3)=[C:9]([C:11]3[CH:12]=[CH:13][C:14]([C:17]4([NH2:21])[CH2:18][CH2:19][CH2:20]4)=[CH:15][CH:16]=3)[N:10]=2)[N:7]=1. (2) The product is: [C:17]1([C:9]2[NH:10][C:11]3=[N:12][CH:13]=[CH:14][N:15]=[C:16]3[C:8]=2[CH2:7][C:1]#[N:2])[CH:18]=[CH:19][CH:20]=[CH:21][CH:22]=1. Given the reactants [C-:1]#[N:2].[K+].[I-].C[N+](C)(C)[CH2:7][C:8]1[C:16]2[C:11](=[N:12][CH:13]=[CH:14][N:15]=2)[NH:10][C:9]=1[C:17]1[CH:22]=[CH:21][CH:20]=[CH:19][CH:18]=1, predict the reaction product. (3) Given the reactants [CH2:1]([NH:3][C:4](=[O:43])[NH:5][C:6]1[N:11]=[CH:10][C:9]([C:12]2[CH:13]=[C:14]3[C:19](=[CH:20][CH:21]=2)[N:18]([CH2:22][CH:23]2[CH2:27][CH2:26][NH:25][CH2:24]2)[CH:17]=[C:16]([C:28]([O:30][CH2:31][CH3:32])=[O:29])[C:15]3=[O:33])=[C:8]([C:34]2[S:35][CH:36]=[C:37]([C:39]([F:42])([F:41])[F:40])[N:38]=2)[CH:7]=1)[CH3:2].Cl.O.[N:46]1([CH2:52][CH:53]=O)[CH2:51][CH2:50][O:49][CH2:48][CH2:47]1.C([BH3-])#N, predict the reaction product. The product is: [CH2:1]([NH:3][C:4](=[O:43])[NH:5][C:6]1[N:11]=[CH:10][C:9]([C:12]2[CH:13]=[C:14]3[C:19](=[CH:20][CH:21]=2)[N:18]([CH2:22][CH:23]2[CH2:27][CH2:26][N:25]([CH2:53][CH2:52][N:46]4[CH2:51][CH2:50][O:49][CH2:48][CH2:47]4)[CH2:24]2)[CH:17]=[C:16]([C:28]([O:30][CH2:31][CH3:32])=[O:29])[C:15]3=[O:33])=[C:8]([C:34]2[S:35][CH:36]=[C:37]([C:39]([F:42])([F:41])[F:40])[N:38]=2)[CH:7]=1)[CH3:2]. (4) Given the reactants [C:1]1([C:7]2[N:12]=[CH:11][C:10]([C:13]3[N:14]=[C:15]([CH:18]4[CH2:23][CH2:22][CH2:21][N:20](C(OC(C)(C)C)=O)[CH2:19]4)[NH:16][CH:17]=3)=[CH:9][N:8]=2)[CH:6]=[CH:5][CH:4]=[CH:3][CH:2]=1.FC(F)(F)C(O)=O, predict the reaction product. The product is: [C:1]1([C:7]2[N:12]=[CH:11][C:10]([C:13]3[NH:14][C:15]([CH:18]4[CH2:23][CH2:22][CH2:21][NH:20][CH2:19]4)=[N:16][CH:17]=3)=[CH:9][N:8]=2)[CH:2]=[CH:3][CH:4]=[CH:5][CH:6]=1. (5) Given the reactants [NH2:1][C:2]1([CH3:18])[CH2:6][CH2:5][CH2:4][CH:3]1[NH:7][S:8]([C:11]1[CH:16]=[CH:15][C:14]([CH3:17])=[CH:13][CH:12]=1)(=[O:10])=[O:9].C(N(CC)CC)C.[C:26](O[C:26]([O:28][C:29]([CH3:32])([CH3:31])[CH3:30])=[O:27])([O:28][C:29]([CH3:32])([CH3:31])[CH3:30])=[O:27], predict the reaction product. The product is: [CH3:18][C:2]1([NH:1][C:26](=[O:27])[O:28][C:29]([CH3:32])([CH3:31])[CH3:30])[CH2:6][CH2:5][CH2:4][CH:3]1[NH:7][S:8]([C:11]1[CH:12]=[CH:13][C:14]([CH3:17])=[CH:15][CH:16]=1)(=[O:10])=[O:9]. (6) Given the reactants [H-].[Na+].[N:3]1[CH:8]=[CH:7][CH:6]=[CH:5][C:4]=1[CH2:9][OH:10].[Cl:11][C:12]1[N:13]=[N:14][C:15](Cl)=[CH:16][CH:17]=1, predict the reaction product. The product is: [Cl:11][C:12]1[N:13]=[N:14][C:15]([O:10][CH2:9][C:4]2[CH:5]=[CH:6][CH:7]=[CH:8][N:3]=2)=[CH:16][CH:17]=1.